This data is from Reaction yield outcomes from USPTO patents with 853,638 reactions. The task is: Predict the reaction yield, written as a fraction of the theoretical maximum amount of product (1.0 means a 100% yield; for example, 0.34 means a 34% yield). The reactants are Br[C:2]1[CH:3]=[C:4]([NH2:9])[C:5]([F:8])=[N:6][CH:7]=1.[CH3:10][N:11]([CH3:15])[CH2:12][C:13]#[CH:14].C(=O)([O-])[O-].[Cs+].[Cs+].CC(C1C=C(C(C)C)C(C2C=CC=CC=2P(C2CCCCC2)C2CCCCC2)=C(C(C)C)C=1)C. The catalyst is CN(C=O)C.CC#N.CC#N.Cl[Pd]Cl. The product is [CH3:10][N:11]([CH3:15])[CH2:12][C:13]#[C:14][C:2]1[CH:3]=[C:4]([NH2:9])[C:5]([F:8])=[N:6][CH:7]=1. The yield is 0.450.